The task is: Predict the reactants needed to synthesize the given product.. This data is from Full USPTO retrosynthesis dataset with 1.9M reactions from patents (1976-2016). (1) Given the product [N+:8]([C:7]1[CH:6]=[CH:5][N+:4]([O-:11])=[CH:3][C:2]=1[N:12]1[CH2:17][CH2:16][CH2:15][CH2:14][CH2:13]1)([O-:10])=[O:9], predict the reactants needed to synthesize it. The reactants are: Br[C:2]1[CH:3]=[N+:4]([O-:11])[CH:5]=[CH:6][C:7]=1[N+:8]([O-:10])=[O:9].[NH:12]1[CH2:17][CH2:16][CH2:15][CH2:14][CH2:13]1. (2) Given the product [O:7]([C:11]1[C:20]2[C:15](=[CH:16][CH:17]=[C:18]([CH2:21][N:22]3[CH2:26][CH2:25][CH:24]([NH:27][S:28]([C:31]4[CH:40]=[CH:39][C:38]5[C:33](=[CH:34][C:35]([O:41][CH3:42])=[CH:36][CH:37]=5)[CH:32]=4)(=[O:29])=[O:30])[C:23]3=[O:43])[CH:19]=2)[CH:14]=[CH:13][N:12]=1)[C:1]1[CH:6]=[CH:5][CH:4]=[CH:3][CH:2]=1, predict the reactants needed to synthesize it. The reactants are: [C:1]1([OH:7])[CH:6]=[CH:5][CH:4]=[CH:3][CH:2]=1.[OH-].[K+].Cl[C:11]1[C:20]2[C:15](=[CH:16][CH:17]=[C:18]([CH2:21][N:22]3[CH2:26][CH2:25][C@H:24]([NH:27][S:28]([C:31]4[CH:40]=[CH:39][C:38]5[C:33](=[CH:34][C:35]([O:41][CH3:42])=[CH:36][CH:37]=5)[CH:32]=4)(=[O:30])=[O:29])[C:23]3=[O:43])[CH:19]=2)[CH:14]=[CH:13][N:12]=1.Cl. (3) Given the product [CH3:1][O:2][C:3]([C@@H:5]1[CH2:9][C@H:8]([O:10][C:22]2[CH:23]=[CH:24][C:19]([Cl:18])=[CH:20][CH:21]=2)[CH2:7][N:6]1[C:11]([O:13][C:14]([CH3:17])([CH3:16])[CH3:15])=[O:12])=[O:4], predict the reactants needed to synthesize it. The reactants are: [CH3:1][O:2][C:3]([C@@H:5]1[CH2:9][C@@H:8]([OH:10])[CH2:7][N:6]1[C:11]([O:13][C:14]([CH3:17])([CH3:16])[CH3:15])=[O:12])=[O:4].[Cl:18][C:19]1[CH:24]=[CH:23][C:22](O)=[CH:21][CH:20]=1.C1(P(C2C=CC=CC=2)C2C=CC=CC=2)C=CC=CC=1.CC(OC(/N=N/C(OC(C)C)=O)=O)C. (4) The reactants are: [CH3:1][C@H:2]1[NH:7][CH2:6][CH2:5][N:4]([S:8]([C:11]2[CH:16]=[CH:15][C:14]([C:17]([F:20])([F:19])[F:18])=[CH:13][CH:12]=2)(=[O:10])=[O:9])[CH2:3]1.[N:21]1[N:25]2[CH:26]=[CH:27][CH:28]=[N:29][C:24]2=[C:23]([C:30](O)=[O:31])[CH:22]=1.C1C=CC2N(O)N=NC=2C=1.O.CN(C(ON1N=NC2C=CC=CC1=2)=[N+](C)C)C.F[P-](F)(F)(F)(F)F.CCN(C(C)C)C(C)C. Given the product [CH3:1][C@@H:2]1[CH2:3][N:4]([S:8]([C:11]2[CH:12]=[CH:13][C:14]([C:17]([F:20])([F:18])[F:19])=[CH:15][CH:16]=2)(=[O:9])=[O:10])[CH2:5][CH2:6][N:7]1[C:30]([C:23]1[CH:22]=[N:21][N:25]2[CH:26]=[CH:27][CH:28]=[N:29][C:24]=12)=[O:31], predict the reactants needed to synthesize it. (5) Given the product [Br:20][C@:14]1([CH3:17])[CH2:13][C@@H:12]2[C@@H:16]([C:9]([C:6]3[CH:7]=[CH:8][C:3]([OH:2])=[CH:4][CH:5]=3)=[CH:10][C:11]2=[O:18])[CH2:15]1.[Br:20][C@@:14]1([CH3:17])[CH2:13][C@@H:12]2[C@@H:16]([C:9]([C:6]3[CH:7]=[CH:8][C:3]([OH:2])=[CH:4][CH:5]=3)=[CH:10][C:11]2=[O:18])[CH2:15]1, predict the reactants needed to synthesize it. The reactants are: C[O:2][C:3]1[CH:8]=[CH:7][C:6]([C:9]2[CH:16]3[CH:12]([CH2:13][C:14](=[CH2:17])[CH2:15]3)[C:11](=[O:18])[CH:10]=2)=[CH:5][CH:4]=1.B(Br)(Br)[Br:20]. (6) Given the product [CH3:20][C:18]1[N:19]=[C:15]([N:12]2[CH2:13][CH2:14][N:10]([CH2:9][C:8]([NH:7][CH3:6])=[O:27])[C:11]2=[O:26])[S:16][C:17]=1[C:21]([OH:23])=[O:22], predict the reactants needed to synthesize it. The reactants are: FC1C=CC([CH2:6][NH:7][C:8](=[O:27])[CH2:9][N:10]2[CH2:14][CH2:13][N:12]([C:15]3[S:16][C:17]([C:21]([O:23]CC)=[O:22])=[C:18]([CH3:20])[N:19]=3)[C:11]2=[O:26])=CC=1.CC1N=C(N2CCN(CC(NC)=O)C2=O)SC=1C(OCC)=O. (7) Given the product [C:43]([NH:1][C@@H:2]1[CH2:8][C@:7]2([C:17]3[CH:18]=[CH:19][CH:20]=[CH:21][CH:22]=3)[N:9]([CH2:10][C:11]3[CH:16]=[CH:15][CH:14]=[CH:13][CH:12]=3)[C@H:3]1[CH2:4][CH2:5][C@H:6]2[O:23][CH2:24][C:25]1[CH:26]=[C:27]([C:35]([F:38])([F:36])[F:37])[CH:28]=[C:29]([C:31]([F:32])([F:33])[F:34])[CH:30]=1)(=[O:45])[CH3:44], predict the reactants needed to synthesize it. The reactants are: [NH2:1][C@@H:2]1[CH2:8][C@:7]2([C:17]3[CH:22]=[CH:21][CH:20]=[CH:19][CH:18]=3)[N:9]([CH2:10][C:11]3[CH:16]=[CH:15][CH:14]=[CH:13][CH:12]=3)[C@H:3]1[CH2:4][CH2:5][C@H:6]2[O:23][CH2:24][C:25]1[CH:30]=[C:29]([C:31]([F:34])([F:33])[F:32])[CH:28]=[C:27]([C:35]([F:38])([F:37])[F:36])[CH:26]=1.[N-]=[N+]=[N-].[Na+].[C:43](O)(=[O:45])[CH3:44]. (8) Given the product [C:1]([N:4]1[C:12]2[C:7](=[CH:8][C:9]([O:44][CH3:45])=[C:10]([NH:13][C:14]3[N:15]=[C:16]([NH:33][C:34]4[CH:42]=[CH:41][CH:40]=[C:39]([F:43])[C:35]=4[C:36]([NH:38][CH3:46])=[O:37])[C:17]4[CH:22]=[CH:21][N:20]([S:23]([C:26]5[CH:31]=[CH:30][C:29]([CH3:32])=[CH:28][CH:27]=5)(=[O:25])=[O:24])[C:18]=4[N:19]=3)[CH:11]=2)[CH2:6][CH2:5]1)(=[O:3])[CH3:2], predict the reactants needed to synthesize it. The reactants are: [C:1]([N:4]1[C:12]2[C:7](=[CH:8][C:9]([O:44][CH3:45])=[C:10]([NH:13][C:14]3[N:15]=[C:16]([NH:33][C:34]4[CH:42]=[CH:41][CH:40]=[C:39]([F:43])[C:35]=4[C:36]([NH2:38])=[O:37])[C:17]4[CH:22]=[CH:21][N:20]([S:23]([C:26]5[CH:31]=[CH:30][C:29]([CH3:32])=[CH:28][CH:27]=5)(=[O:25])=[O:24])[C:18]=4[N:19]=3)[CH:11]=2)[CH2:6][CH2:5]1)(=[O:3])[CH3:2].[CH3:46]N.